Dataset: Full USPTO retrosynthesis dataset with 1.9M reactions from patents (1976-2016). Task: Predict the reactants needed to synthesize the given product. Given the product [F:15][C:5]1[CH:4]=[C:3]([CH2:2][C:17]2[S:16][CH:20]=[CH:19][CH:18]=2)[CH:8]=[CH:7][C:6]=1[CH:9]([CH3:14])[C:10]([OH:12])=[O:11], predict the reactants needed to synthesize it. The reactants are: Br[CH2:2][C:3]1[CH:8]=[CH:7][C:6]([CH:9]([CH3:14])[C:10]([O:12]C)=[O:11])=[C:5]([F:15])[CH:4]=1.[S:16]1[CH:20]=[CH:19][CH:18]=[C:17]1B(O)O.C(=O)([O-])[O-].[Na+].[Na+].